This data is from Full USPTO retrosynthesis dataset with 1.9M reactions from patents (1976-2016). The task is: Predict the reactants needed to synthesize the given product. Given the product [F:1][C:2]1[CH:3]=[C:4]2[NH:20][CH:21]([C:22]3[CH:27]=[CH:26][C:25]([F:28])=[CH:24][CH:23]=3)[CH:13]([C:14]3[N:18]([CH3:19])[N:17]=[CH:16][N:15]=3)[C:6]3=[N:7][NH:8][C:9](=[O:12])[C:10]([CH:11]=1)=[C:5]23, predict the reactants needed to synthesize it. The reactants are: [F:1][C:2]1[CH:11]=[C:10]2[C:5]([C:6]([CH2:13][C:14]3[N:18]([CH3:19])[N:17]=[CH:16][N:15]=3)=[N:7][NH:8][C:9]2=[O:12])=[C:4](/[N:20]=[CH:21]/[C:22]2[CH:27]=[CH:26][C:25]([F:28])=[CH:24][CH:23]=2)[CH:3]=1.C(=O)([O-])[O-].[Cs+].[Cs+].